Task: Predict which catalyst facilitates the given reaction.. Dataset: Catalyst prediction with 721,799 reactions and 888 catalyst types from USPTO (1) Reactant: C[O:2][C:3]([C:5]1[CH:10]=[CH:9][C:8](=[O:11])[N:7]([C:12]2[CH:17]=[CH:16][CH:15]=[CH:14][CH:13]=2)[CH:6]=1)=[O:4].O.[OH-].[Li+]. Product: [O:11]=[C:8]1[N:7]([C:12]2[CH:13]=[CH:14][CH:15]=[CH:16][CH:17]=2)[CH:6]=[C:5]([C:3]([OH:4])=[O:2])[CH:10]=[CH:9]1. The catalyst class is: 132. (2) Reactant: [Br:1][C:2]1[CH:3]=[C:4]([NH:13][CH:14]2[CH2:19][CH2:18][CH2:17][CH2:16][CH2:15]2)[C:5]([CH3:12])=[C:6]([CH:11]=1)[C:7]([O:9][CH3:10])=[O:8].[C:20](=O)([O-])[O-].[Cs+].[Cs+].CI. Product: [Br:1][C:2]1[CH:3]=[C:4]([N:13]([CH:14]2[CH2:19][CH2:18][CH2:17][CH2:16][CH2:15]2)[CH3:20])[C:5]([CH3:12])=[C:6]([CH:11]=1)[C:7]([O:9][CH3:10])=[O:8]. The catalyst class is: 10. (3) Reactant: N.FC(F)(F)C([N:6]1[CH2:11][C:10]2([CH2:16][CH2:15][N:14]([CH2:17][C:18]3[CH:23]=[CH:22][CH:21]=[C:20]([CH2:24][CH2:25][OH:26])[CH:19]=3)[CH2:13][CH2:12]2)[O:9][CH2:8][CH2:7]1)=O. Product: [O:9]1[C:10]2([CH2:12][CH2:13][N:14]([CH2:17][C:18]3[CH:19]=[C:20]([CH2:24][CH2:25][OH:26])[CH:21]=[CH:22][CH:23]=3)[CH2:15][CH2:16]2)[CH2:11][NH:6][CH2:7][CH2:8]1. The catalyst class is: 5. (4) Reactant: [F:1][C:2]1[CH:3]=[C:4]([C@@H:8]2[NH:12][C@H:11]([CH2:13][OH:14])[CH2:10][CH2:9]2)[CH:5]=[N:6][CH:7]=1.Cl[C:16]1[CH:21]=[CH:20][N:19]2[N:22]=[CH:23][C:24]([C:25]([O:27][CH2:28][CH3:29])=[O:26])=[C:18]2[N:17]=1.CCN(C(C)C)C(C)C. Product: [F:1][C:2]1[CH:3]=[C:4]([C@H:8]2[CH2:9][CH2:10][C@@H:11]([CH2:13][OH:14])[N:12]2[C:16]2[CH:21]=[CH:20][N:19]3[N:22]=[CH:23][C:24]([C:25]([O:27][CH2:28][CH3:29])=[O:26])=[C:18]3[N:17]=2)[CH:5]=[N:6][CH:7]=1. The catalyst class is: 32. (5) Product: [OH:8][CH:9]([C:11]1[O:12][C:13]([CH2:16][N:17]2[N:21]=[C:20]([NH:22][C:23]([C:25]3[N:26]=[C:27]([CH3:37])[O:28][C:29]=3[C:30]3[CH:35]=[CH:34][CH:33]=[C:32]([F:36])[CH:31]=3)=[O:24])[CH:19]=[N:18]2)=[CH:14][N:15]=1)[CH3:10]. Reactant: N#N.C([Si](C)(C)[O:8][CH:9]([C:11]1[O:12][C:13]([CH2:16][N:17]2[N:21]=[C:20]([NH:22][C:23]([C:25]3[N:26]=[C:27]([CH3:37])[O:28][C:29]=3[C:30]3[CH:35]=[CH:34][CH:33]=[C:32]([F:36])[CH:31]=3)=[O:24])[CH:19]=[N:18]2)=[CH:14][N:15]=1)[CH3:10])(C)(C)C.CCCC[N+](CCCC)(CCCC)CCCC.[F-]. The catalyst class is: 721. (6) Reactant: [CH3:1][C:2]1[CH:3]=[C:4]2[C:8](=[CH:9][CH:10]=1)[NH:7][CH:6]=[C:5]2[C:11]([O:13][CH3:14])=[O:12].C([O-])([O-])=O.[K+].[K+].[CH2:21](Br)[CH:22]([CH3:24])[CH3:23]. Product: [CH3:1][C:2]1[CH:3]=[C:4]2[C:8](=[CH:9][CH:10]=1)[N:7]([CH2:21][CH:22]([CH3:24])[CH3:23])[CH:6]=[C:5]2[C:11]([O:13][CH3:14])=[O:12]. The catalyst class is: 3. (7) The catalyst class is: 19. Product: [C:1]([O:5][C:6]([NH:8][C:9]1[CH:14]=[CH:13][C:12]([CH:15]2[CH2:16][CH2:17][N:18]([C:21]([O:23][C:24]([CH3:27])([CH3:26])[CH3:25])=[O:22])[CH2:19][CH2:20]2)=[CH:11][C:10]=1[O:28][CH3:29])=[O:7])([CH3:4])([CH3:3])[CH3:2]. Reactant: [C:1]([O:5][C:6]([NH:8][C:9]1[CH:14]=[CH:13][C:12]([C:15]2[CH2:20][CH2:19][N:18]([C:21]([O:23][C:24]([CH3:27])([CH3:26])[CH3:25])=[O:22])[CH2:17][CH:16]=2)=[CH:11][C:10]=1[O:28][CH3:29])=[O:7])([CH3:4])([CH3:3])[CH3:2]. (8) Reactant: [OH-].[Li+].[O:3]1[C:7]2[CH:8]=[CH:9][CH:10]=[CH:11][C:6]=2[N:5]=[C:4]1[N:12]1[CH2:17][CH2:16][CH2:15][CH2:14][C@H:13]1[C:18]([O:20]C)=[O:19]. Product: [O:3]1[C:7]2[CH:8]=[CH:9][CH:10]=[CH:11][C:6]=2[N:5]=[C:4]1[N:12]1[CH2:17][CH2:16][CH2:15][CH2:14][C@H:13]1[C:18]([OH:20])=[O:19]. The catalyst class is: 5. (9) Reactant: [OH:1][C:2]1[CH:7]=[CH:6][C:5]([S:8]([NH2:11])(=[O:10])=[O:9])=[CH:4][CH:3]=1.[Si:12](Cl)([C:15]([CH3:18])([CH3:17])[CH3:16])([CH3:14])[CH3:13].N1C=CN=C1. Product: [Si:12]([O:1][C:2]1[CH:7]=[CH:6][C:5]([S:8]([NH2:11])(=[O:9])=[O:10])=[CH:4][CH:3]=1)([C:15]([CH3:18])([CH3:17])[CH3:16])([CH3:14])[CH3:13]. The catalyst class is: 31.